This data is from NCI-60 drug combinations with 297,098 pairs across 59 cell lines. The task is: Regression. Given two drug SMILES strings and cell line genomic features, predict the synergy score measuring deviation from expected non-interaction effect. (1) Drug 1: CN(C)C1=NC(=NC(=N1)N(C)C)N(C)C. Drug 2: CN1C2=C(C=C(C=C2)N(CCCl)CCCl)N=C1CCCC(=O)O.Cl. Cell line: A498. Synergy scores: CSS=-6.48, Synergy_ZIP=1.91, Synergy_Bliss=-2.54, Synergy_Loewe=-8.15, Synergy_HSA=-7.61. (2) Drug 1: C1=CC(=CC=C1CC(C(=O)O)N)N(CCCl)CCCl.Cl. Drug 2: C1=CC=C(C(=C1)C(C2=CC=C(C=C2)Cl)C(Cl)Cl)Cl. Cell line: NCI/ADR-RES. Synergy scores: CSS=7.74, Synergy_ZIP=-0.702, Synergy_Bliss=5.44, Synergy_Loewe=-0.478, Synergy_HSA=3.40. (3) Drug 1: CC1C(C(CC(O1)OC2CC(CC3=C2C(=C4C(=C3O)C(=O)C5=C(C4=O)C(=CC=C5)OC)O)(C(=O)CO)O)N)O.Cl. Drug 2: C(CN)CNCCSP(=O)(O)O. Cell line: TK-10. Synergy scores: CSS=2.33, Synergy_ZIP=3.33, Synergy_Bliss=-2.52, Synergy_Loewe=-7.35, Synergy_HSA=-3.28. (4) Drug 1: C1CCC(C1)C(CC#N)N2C=C(C=N2)C3=C4C=CNC4=NC=N3. Drug 2: C1=NNC2=C1C(=O)NC=N2. Cell line: UACC62. Synergy scores: CSS=-5.64, Synergy_ZIP=3.43, Synergy_Bliss=-2.33, Synergy_Loewe=-12.4, Synergy_HSA=-11.8. (5) Drug 1: C1CC2CC3=C(CC1C24CN(S(=O)(=O)N4)CC(F)(F)F)C=CC(=C3)C=CCN5CCC(CC5)C(F)(F)F. Drug 2: CN(CC1=CN=C2C(=N1)C(=NC(=N2)N)N)C3=CC=C(C=C3)C(=O)NC(CCC(=O)O)C(=O)O. Cell line: UACC62. Synergy scores: CSS=49.0, Synergy_ZIP=-1.09, Synergy_Bliss=-0.348, Synergy_Loewe=-2.83, Synergy_HSA=0.757. (6) Drug 1: CC1C(C(CC(O1)OC2CC(CC3=C2C(=C4C(=C3O)C(=O)C5=C(C4=O)C(=CC=C5)OC)O)(C(=O)CO)O)N)O.Cl. Drug 2: C1=CC=C(C(=C1)C(C2=CC=C(C=C2)Cl)C(Cl)Cl)Cl. Cell line: EKVX. Synergy scores: CSS=-10.4, Synergy_ZIP=15.7, Synergy_Bliss=21.8, Synergy_Loewe=-9.41, Synergy_HSA=-0.0138.